This data is from Catalyst prediction with 721,799 reactions and 888 catalyst types from USPTO. The task is: Predict which catalyst facilitates the given reaction. (1) Reactant: [CH2:1]1[C:5]2([CH2:10][CH2:9][NH:8][CH2:7][CH2:6]2)[CH2:4][CH2:3][N:2]1[C:11]1[CH:18]=[CH:17][C:14]([C:15]#[N:16])=[CH:13][N:12]=1.[CH3:19][C:20]1[C:28]2[CH2:27][O:26][C:25](=[O:29])[C:24]=2[CH:23]=[CH:22][C:21]=1[CH2:30][CH:31]=O.C(O[BH-](OC(=O)C)OC(=O)C)(=O)C.[Na+]. Product: [CH3:19][C:20]1[C:21]([CH2:30][CH2:31][N:8]2[CH2:7][CH2:6][C:5]3([CH2:1][N:2]([C:11]4[CH:18]=[CH:17][C:14]([C:15]#[N:16])=[CH:13][N:12]=4)[CH2:3][CH2:4]3)[CH2:10][CH2:9]2)=[CH:22][CH:23]=[C:24]2[C:28]=1[CH2:27][O:26][C:25]2=[O:29]. The catalyst class is: 2. (2) Reactant: [NH2:1][C@@H:2]1[C:8](=[O:9])[N:7]([CH2:10][CH:11]2[CH2:13][CH2:12]2)[C:6]2[CH:14]=[CH:15][CH:16]=[CH:17][C:5]=2[C:4]2[CH:18]=[CH:19][CH:20]=[CH:21][C:3]1=2.[O:22]=[C:23]([NH:28][CH2:29][C:30]([F:36])([F:35])[C:31]([F:34])([F:33])[F:32])[CH2:24][C:25](O)=[O:26].O.ON1C2C=CC=CC=2N=N1.C(N(C(C)C)CC)(C)C.Cl.CN(C)CCCN=C=NCC. Product: [CH:11]1([CH2:10][N:7]2[C:8](=[O:9])[C@@H:2]([NH:1][C:25](=[O:26])[CH2:24][C:23]([NH:28][CH2:29][C:30]([F:36])([F:35])[C:31]([F:32])([F:34])[F:33])=[O:22])[C:3]3[CH:21]=[CH:20][CH:19]=[CH:18][C:4]=3[C:5]3[CH:17]=[CH:16][CH:15]=[CH:14][C:6]2=3)[CH2:13][CH2:12]1. The catalyst class is: 7. (3) Reactant: NC1N=C(OC2C3C(=CC=CC=3)C(NC(N[C:23]3[CH:28]=[C:27]([C:29]([F:35])([F:34])[C:30]([F:33])([F:32])[F:31])[CH:26]=[CH:25][C:24]=3[O:36][CH3:37])=O)=CC=2)C=CN=1.F[B-](F)(F)F.[O:43]=[N+:44]=[O:45]. The catalyst class is: 10. Product: [N+:44]([C:25]1[CH:26]=[C:27]([C:29]([F:34])([F:35])[C:30]([F:33])([F:32])[F:31])[CH:28]=[CH:23][C:24]=1[O:36][CH3:37])([O-:45])=[O:43]. (4) Reactant: O[CH2:2][CH2:3][CH2:4][NH:5][C:6](=[O:12])[O:7][C:8]([CH3:11])([CH3:10])[CH3:9].[S:13]1C=CC=C1CC(O)=O.C1(P(C2C=CC=CC=2)C2C=CC=CC=2)C=CC=CC=1.[CH3:41][CH:42]([O:44]C(/N=N/C(OC(C)C)=O)=O)C. Product: [C:42](=[O:44])([S:13][CH2:2][CH2:3][CH2:4][NH:5][C:6]([O:7][C:8]([CH3:11])([CH3:10])[CH3:9])=[O:12])[CH3:41]. The catalyst class is: 2. (5) Reactant: C([O:3][C:4](=[O:24])[C:5]1[CH:10]=[CH:9][C:8]([NH:11][C:12]([C:14]2[CH:15]=[CH:16][C:17]3[O:22][CH2:21][CH2:20][NH:19][C:18]=3[CH:23]=2)=[O:13])=[CH:7][CH:6]=1)C.[F:25][C:26]1[CH:27]=[C:28]([S:32](Cl)(=[O:34])=[O:33])[CH:29]=[CH:30][CH:31]=1. Product: [F:25][C:26]1[CH:27]=[C:28]([S:32]([N:19]2[C:18]3[CH:23]=[C:14]([C:12]([NH:11][C:8]4[CH:9]=[CH:10][C:5]([C:4]([OH:3])=[O:24])=[CH:6][CH:7]=4)=[O:13])[CH:15]=[CH:16][C:17]=3[O:22][CH2:21][CH2:20]2)(=[O:34])=[O:33])[CH:29]=[CH:30][CH:31]=1. The catalyst class is: 17. (6) Reactant: [NH2:1][C:2]1[O:3][CH2:4][C@@:5]2([N:32]=1)[C:18]1[C:17](Br)=[C:16]([O:20][CH2:21][C:22]([CH3:25])([OH:24])[CH3:23])[CH:15]=[CH:14][C:13]=1[O:12][C:11]1[C:6]2=[CH:7][C:8]([C:26]2[CH:27]=[N:28][CH:29]=[CH:30][CH:31]=2)=[CH:9][CH:10]=1.[CH3:33][Sn](C)(C)C. Product: [NH2:1][C:2]1[O:3][CH2:4][C@@:5]2([N:32]=1)[C:18]1[C:17]([CH3:33])=[C:16]([O:20][CH2:21][C:22]([CH3:25])([OH:24])[CH3:23])[CH:15]=[CH:14][C:13]=1[O:12][C:11]1[C:6]2=[CH:7][C:8]([C:26]2[CH:27]=[N:28][CH:29]=[CH:30][CH:31]=2)=[CH:9][CH:10]=1. The catalyst class is: 257. (7) Reactant: O[CH2:2][C@@H:3]1[C@H:8]([CH3:9])[CH2:7][CH2:6][CH2:5][N:4]1[C:10]([O:12][CH2:13][C:14]1[CH:19]=[CH:18][CH:17]=[CH:16][CH:15]=1)=[O:11].P(CCCC)(CCCC)CCCC.N(C(N1CCCCC1)=O)=NC(N1CCCCC1)=O.[C:51]1(=[O:61])[C:59]2[C:54](=[CH:55][CH:56]=[CH:57][CH:58]=2)[C:53](=[O:60])[NH:52]1. Product: [O:61]=[C:51]1[C:59]2[C:54](=[CH:55][CH:56]=[CH:57][CH:58]=2)[C:53](=[O:60])[N:52]1[CH2:2][C@@H:3]1[C@H:8]([CH3:9])[CH2:7][CH2:6][CH2:5][N:4]1[C:10]([O:12][CH2:13][C:14]1[CH:19]=[CH:18][CH:17]=[CH:16][CH:15]=1)=[O:11]. The catalyst class is: 116.